From a dataset of Catalyst prediction with 721,799 reactions and 888 catalyst types from USPTO. Predict which catalyst facilitates the given reaction. (1) Reactant: [CH2:1]([N:8]1[CH:12]=[C:11]([C:13](OCC)=[O:14])[C:10]([O:18][CH2:19][C:20]2[CH:25]=[CH:24][C:23]([O:26][CH2:27][C:28]3[N:29]=[C:30]([C:34]4[O:35][CH:36]=[CH:37][CH:38]=4)[O:31][C:32]=3[CH3:33])=[C:22]([O:39][CH2:40][CH3:41])[CH:21]=2)=[N:9]1)[C:2]1[CH:7]=[CH:6][CH:5]=[CH:4][CH:3]=1.[H-].[Al+3].[Li+].[H-].[H-].[H-].O.O.O.O.O.O.O.O.O.O.S([O-])([O-])(=O)=O.[Na+].[Na+]. Product: [CH2:1]([N:8]1[CH:12]=[C:11]([CH2:13][OH:14])[C:10]([O:18][CH2:19][C:20]2[CH:25]=[CH:24][C:23]([O:26][CH2:27][C:28]3[N:29]=[C:30]([C:34]4[O:35][CH:36]=[CH:37][CH:38]=4)[O:31][C:32]=3[CH3:33])=[C:22]([O:39][CH2:40][CH3:41])[CH:21]=2)=[N:9]1)[C:2]1[CH:3]=[CH:4][CH:5]=[CH:6][CH:7]=1. The catalyst class is: 54. (2) Reactant: [NH:1]1[CH2:6][CH2:5][NH:4][CH2:3][C:2]1=[O:7].C(N(CC)CC)C.[CH3:15][C:16]1[CH:24]=[C:23]([CH3:25])[CH:22]=[CH:21][C:17]=1[C:18](Cl)=[O:19]. Product: [CH3:15][C:16]1[CH:24]=[C:23]([CH3:25])[CH:22]=[CH:21][C:17]=1[C:18]([N:4]1[CH2:5][CH2:6][NH:1][C:2](=[O:7])[CH2:3]1)=[O:19]. The catalyst class is: 4.